Dataset: Full USPTO retrosynthesis dataset with 1.9M reactions from patents (1976-2016). Task: Predict the reactants needed to synthesize the given product. (1) Given the product [CH3:1][O:2][C:3]1[CH:4]=[C:5]([C:9]2[N:10]=[C:11]3[N:15]([CH:16]=2)[CH:14]=[C:13]([C:17]([OH:19])=[O:18])[S:12]3)[CH:6]=[CH:7][CH:8]=1, predict the reactants needed to synthesize it. The reactants are: [CH3:1][O:2][C:3]1[CH:4]=[C:5]([C:9]2[N:10]=[C:11]3[N:15]([CH:16]=2)[CH:14]=[C:13]([C:17]([O:19]CC)=[O:18])[S:12]3)[CH:6]=[CH:7][CH:8]=1.[Li+].[OH-]. (2) Given the product [Cl:9][C:3]1[CH:4]=[C:5]([F:8])[CH:6]=[CH:7][C:2]=1[C:16]([C@@H:17]1[CH2:31][CH2:30][C:29](=[O:32])[N:18]1[CH2:19][CH2:20][NH:21][C:22](=[O:23])[O:24][C:25]([CH3:27])([CH3:26])[CH3:28])=[O:15], predict the reactants needed to synthesize it. The reactants are: Br[C:2]1[CH:7]=[CH:6][C:5]([F:8])=[CH:4][C:3]=1[Cl:9].[Li]CCCC.[O:15]=[C:16]1[N:21]([C:22]([O:24][C:25]([CH3:28])([CH3:27])[CH3:26])=[O:23])[CH2:20][CH2:19][N:18]2[C:29](=[O:32])[CH2:30][CH2:31][C@@H:17]12. (3) Given the product [C:1]([C:5]1[CH:6]=[CH:7][C:8]([CH2:9][N:10]2[CH2:11][CH2:12][N:13]([CH2:16][C:17]([NH:24][NH2:25])=[O:19])[CH2:14][CH2:15]2)=[CH:22][CH:23]=1)([CH3:3])([CH3:2])[CH3:4], predict the reactants needed to synthesize it. The reactants are: [C:1]([C:5]1[CH:23]=[CH:22][C:8]([CH2:9][N:10]2[CH2:15][CH2:14][N:13]([CH2:16][C:17]([O:19]CC)=O)[CH2:12][CH2:11]2)=[CH:7][CH:6]=1)([CH3:4])([CH3:3])[CH3:2].[NH2:24][NH2:25]. (4) Given the product [CH3:17][N:12]([C:9]1[CH:10]=[C:11]2[C:6](=[CH:7][CH:8]=1)[CH:5]=[N:4][CH:3]=[C:2]2[C:27]1[CH:26]=[CH:25][C:24]([C:22]2[CH:21]=[N:20][N:19]([CH3:18])[CH:23]=2)=[CH:29][CH:28]=1)[S:13]([CH3:16])(=[O:15])=[O:14], predict the reactants needed to synthesize it. The reactants are: Cl[C:2]1[C:11]2[C:6](=[CH:7][CH:8]=[C:9]([N:12]([CH3:17])[S:13]([CH3:16])(=[O:15])=[O:14])[CH:10]=2)[CH:5]=[N:4][CH:3]=1.[CH3:18][N:19]1[CH:23]=[C:22]([C:24]2[CH:29]=[CH:28][C:27](B3OC(C)(C)C(C)(C)O3)=[CH:26][CH:25]=2)[CH:21]=[N:20]1.C([O-])([O-])=O.[Na+].[Na+]. (5) Given the product [CH3:1]/[C:2](/[CH2:6][CH2:7][CH:8]=[C:9]([CH3:11])[CH3:10])=[CH:3]\[CH2:4][O:5][CH2:15][C:16]([C:18]1[CH:19]=[C:20]([CH:28]([CH3:30])[CH3:29])[C:21]([OH:27])=[C:22]([CH:24]([CH3:26])[CH3:25])[CH:23]=1)=[O:17], predict the reactants needed to synthesize it. The reactants are: [CH3:1]/[C:2](/[CH2:6][CH2:7][CH:8]=[C:9]([CH3:11])[CH3:10])=[CH:3]\[CH2:4][OH:5].[OH-].[K+].Cl[CH2:15][C:16]([C:18]1[CH:23]=[C:22]([CH:24]([CH3:26])[CH3:25])[C:21]([OH:27])=[C:20]([CH:28]([CH3:30])[CH3:29])[CH:19]=1)=[O:17].Cl. (6) Given the product [NH:1]1[C:9]2[C:4](=[CH:5][C:6]([NH:10][C:11]3[C:16]4[C:15](=[CH:20][CH:19]=[CH:18][CH:17]=4)[N:14]=[C:13]([C:21]4[CH:22]=[C:23]([CH:29]=[CH:30][CH:31]=4)[O:24][CH2:25][C:26]([N:67]([CH:68]([CH3:70])[CH3:69])[CH3:66])=[O:27])[N:12]=3)=[CH:7][CH:8]=2)[CH:3]=[N:2]1, predict the reactants needed to synthesize it. The reactants are: [NH:1]1[C:9]2[C:4](=[CH:5][C:6]([NH:10][C:11]3[C:20]4[C:15](=[CH:16][CH:17]=[CH:18][CH:19]=4)[N:14]=[C:13]([C:21]4[CH:22]=[C:23]([CH:29]=[CH:30][CH:31]=4)[O:24][CH2:25][C:26](O)=[O:27])[N:12]=3)=[CH:7][CH:8]=2)[CH:3]=[N:2]1.C1CN([P+](ON2N=NC3C=CC=CC2=3)(N2CCCC2)N2CCCC2)CC1.F[P-](F)(F)(F)(F)F.C[CH2:66][N:67](C(C)C)[CH:68]([CH3:70])[CH3:69].CNC(C)C.